This data is from Full USPTO retrosynthesis dataset with 1.9M reactions from patents (1976-2016). The task is: Predict the reactants needed to synthesize the given product. The reactants are: [CH:1]12C[CH:4]([CH2:5][CH2:6]1)[CH2:3][CH:2]2[NH:8][C:9](=[O:31])[C@H:10]([CH3:30])[CH2:11][C@H:12]([OH:29])[C@@H:13]([NH:21][C:22]([O:24][C:25]([CH3:28])([CH3:27])[CH3:26])=[O:23])[CH2:14][C:15]1[CH:20]=[CH:19][CH:18]=[CH:17][CH:16]=1.C1(N)CCCCC1. Given the product [CH:2]1([NH:8][C:9](=[O:31])[C@H:10]([CH3:30])[CH2:11][C@H:12]([OH:29])[C@@H:13]([NH:21][C:22]([O:24][C:25]([CH3:26])([CH3:27])[CH3:28])=[O:23])[CH2:14][C:15]2[CH:16]=[CH:17][CH:18]=[CH:19][CH:20]=2)[CH2:1][CH2:6][CH2:5][CH2:4][CH2:3]1, predict the reactants needed to synthesize it.